Dataset: Reaction yield outcomes from USPTO patents with 853,638 reactions. Task: Predict the reaction yield, written as a fraction of the theoretical maximum amount of product (1.0 means a 100% yield; for example, 0.34 means a 34% yield). The yield is 0.450. The product is [F:1][C:2]1[CH:30]=[C:29]([F:31])[CH:28]=[CH:27][C:3]=1[O:4][C:5]1[CH:10]=[CH:9][C:8]([S:11]([NH2:14])(=[O:13])=[O:12])=[CH:7][C:6]=1[C:15]1[C:23]2[CH:22]=[CH:21][NH:20][C:19](=[O:24])[C:18]=2[N:17]([CH3:26])[CH:16]=1. The catalyst is O1CCOCC1. The reactants are [F:1][C:2]1[CH:30]=[C:29]([F:31])[CH:28]=[CH:27][C:3]=1[O:4][C:5]1[CH:10]=[CH:9][C:8]([S:11]([NH2:14])(=[O:13])=[O:12])=[CH:7][C:6]=1[C:15]1[C:23]2[C:18](=[C:19]([O:24]C)[N:20]=[CH:21][CH:22]=2)[N:17]([CH3:26])[CH:16]=1.Cl.